This data is from Catalyst prediction with 721,799 reactions and 888 catalyst types from USPTO. The task is: Predict which catalyst facilitates the given reaction. (1) Reactant: [CH3:1][NH:2][C:3]1[N:12]=[C:11]([N:13]([C:15]2[CH:20]=[CH:19][C:18]([N:21]([CH3:23])[CH3:22])=[CH:17][CH:16]=2)[CH3:14])[C:10]2[C:5](=[CH:6][CH:7]=[CH:8][CH:9]=2)[N:4]=1.C(N(CC)CC)C.CN(C1C=CC=CN=1)C.[C:40](OC(=O)C)(=[O:42])[CH3:41]. Product: [CH3:1][N:2]([C:3]1[N:12]=[C:11]([N:13]([C:15]2[CH:16]=[CH:17][C:18]([N:21]([CH3:22])[CH3:23])=[CH:19][CH:20]=2)[CH3:14])[C:10]2[C:5](=[CH:6][CH:7]=[CH:8][CH:9]=2)[N:4]=1)[C:40](=[O:42])[CH3:41]. The catalyst class is: 124. (2) Reactant: [Cl:1][C:2]1[CH:7]=[CH:6][CH:5]=[C:4]([O:8]C)[C:3]=1[C:10](=[O:44])[CH2:11][N:12]([CH2:35][C:36]1[CH:41]=[C:40]([F:42])[CH:39]=[C:38]([F:43])[CH:37]=1)[C:13]([C:15]1[CH:16]=[N:17][N:18]([C@H:24]2[CH2:29][CH2:28][C@H:27]([C:30]([O:32][CH2:33][CH3:34])=[O:31])[CH2:26][CH2:25]2)[C:19]=1[C:20]([F:23])([F:22])[F:21])=[O:14].B(Br)(Br)Br. Product: [Cl:1][C:2]1[CH:7]=[CH:6][CH:5]=[C:4]([OH:8])[C:3]=1[C:10](=[O:44])[CH2:11][N:12]([CH2:35][C:36]1[CH:41]=[C:40]([F:42])[CH:39]=[C:38]([F:43])[CH:37]=1)[C:13]([C:15]1[CH:16]=[N:17][N:18]([C@H:24]2[CH2:25][CH2:26][C@H:27]([C:30]([O:32][CH2:33][CH3:34])=[O:31])[CH2:28][CH2:29]2)[C:19]=1[C:20]([F:22])([F:23])[F:21])=[O:14]. The catalyst class is: 2.